This data is from Aqueous solubility values for 9,982 compounds from the AqSolDB database. The task is: Regression/Classification. Given a drug SMILES string, predict its absorption, distribution, metabolism, or excretion properties. Task type varies by dataset: regression for continuous measurements (e.g., permeability, clearance, half-life) or binary classification for categorical outcomes (e.g., BBB penetration, CYP inhibition). For this dataset (solubility_aqsoldb), we predict Y. (1) The drug is O=C1OCCO1. The Y is 0.946 log mol/L. (2) The drug is O=C(O)c1cc(Cl)ccc1N=Nc1ccc(O)cc1. The Y is -3.86 log mol/L.